From a dataset of Catalyst prediction with 721,799 reactions and 888 catalyst types from USPTO. Predict which catalyst facilitates the given reaction. (1) Reactant: Cl[CH2:2][CH2:3][CH2:4][C:5](=O)[CH3:6].[C-:8]#[N:9].[Na+].[Cl-].[NH4+:12].N.[OH-].[Na+]. Product: [C:8]([C:3]1([CH3:2])[CH2:4][CH2:5][CH2:6][NH:12]1)#[N:9].[CH3:6][C:5]1[CH2:4][CH2:3][CH2:2][N:9]=1. The catalyst class is: 6. (2) Reactant: [Br:1][C:2]1[CH:7]=[C:6]([CH:8]=O)[CH:5]=[CH:4][N:3]=1.C(O)(=O)[CH2:11][C:12]([OH:14])=[O:13].N1CCCCC1. Product: [Br:1][C:2]1[CH:7]=[C:6]([CH:8]=[CH:11][C:12]([OH:14])=[O:13])[CH:5]=[CH:4][N:3]=1. The catalyst class is: 17. (3) Reactant: C(OC([NH:8][C@@H:9]([CH3:20])[C@@H:10]([OH:19])[C:11]([F:18])([F:17])[C:12](OCC)=[O:13])=O)(C)(C)C. Product: [F:17][C:11]1([F:18])[C@H:10]([OH:19])[C@H:9]([CH3:20])[NH:8][C:12]1=[O:13]. The catalyst class is: 601. (4) Reactant: [Cl:1][C:2]1[CH:7]=[CH:6][C:5]([S:8]([N:11]2[CH:16]3[CH2:17][CH2:18][CH2:19][CH:12]2[C:13](=[CH:22][N:23](C)C)[C:14](=O)[CH:15]3[CH3:20])(=[O:10])=[O:9])=[CH:4][CH:3]=1.O.[NH2:27]N. Product: [Cl:1][C:2]1[CH:7]=[CH:6][C:5]([S:8]([N:11]2[CH:16]3[CH2:17][CH2:18][CH2:19][CH:12]2[C:13]2[CH:22]=[N:23][NH:27][C:14]=2[CH:15]3[CH3:20])(=[O:9])=[O:10])=[CH:4][CH:3]=1. The catalyst class is: 15. (5) Reactant: [F:1][C:2]([F:16])([C:7]1[CH:15]=[CH:14][C:10]([C:11]([OH:13])=O)=[CH:9][CH:8]=1)[C:3]([F:6])([F:5])[F:4].[CH3:17][O:18][C:19]1[CH:20]=[C:21]([CH2:25][CH2:26][NH2:27])[CH:22]=[CH:23][CH:24]=1.CN1CCOCC1.CN(C(ON1N=NC2C=CC=CC1=2)=[N+](C)C)C.F[P-](F)(F)(F)(F)F. Product: [CH3:17][O:18][C:19]1[CH:20]=[C:21]([CH2:25][CH2:26][NH:27][C:11](=[O:13])[C:10]2[CH:9]=[CH:8][C:7]([C:2]([F:1])([F:16])[C:3]([F:4])([F:5])[F:6])=[CH:15][CH:14]=2)[CH:22]=[CH:23][CH:24]=1. The catalyst class is: 3. (6) Reactant: C(OC(=O)NC1N=C(OC)C2C3C=C(F)C=CC=3C(=O)C(=NO)C=2N=1)(C)(C)C.CC(C=O)(C)C.C([O-])(=O)C.[NH4+].[NH2:40][C:41]1[N:50]=[C:49]([O:51][CH3:52])[C:48]2[C:47]3[CH:53]=[C:54]([F:57])[CH:55]=[CH:56][C:46]=3[C:45]3[N:58]=[C:59]([C:62]([CH3:65])([CH3:64])[CH3:63])[N:60](O)[C:44]=3[C:43]=2[N:42]=1. Product: [C:62]([C:59]1[NH:60][C:44]2[C:43]3[N:42]=[C:41]([NH2:40])[N:50]=[C:49]([O:51][CH3:52])[C:48]=3[C:47]3[CH:53]=[C:54]([F:57])[CH:55]=[CH:56][C:46]=3[C:45]=2[N:58]=1)([CH3:65])([CH3:63])[CH3:64]. The catalyst class is: 183. (7) Reactant: [Cl:1][C:2]1[CH:3]=[C:4]([NH:17][C:18]2[C:19]3[CH:27]=[C:26]([NH:28]CC4C=CC(OC)=CC=4)[N:25]=[CH:24][C:20]=3[N:21]=[CH:22][N:23]=2)[CH:5]=[CH:6][C:7]=1[O:8][CH2:9][C:10]1[CH:15]=[CH:14][CH:13]=[C:12]([Cl:16])[CH:11]=1.FC(F)(F)C(O)=O.C1(OC)C=CC=CC=1. Product: [Cl:1][C:2]1[CH:3]=[C:4]([NH:17][C:18]2[C:19]3[CH:27]=[C:26]([NH2:28])[N:25]=[CH:24][C:20]=3[N:21]=[CH:22][N:23]=2)[CH:5]=[CH:6][C:7]=1[O:8][CH2:9][C:10]1[CH:15]=[CH:14][CH:13]=[C:12]([Cl:16])[CH:11]=1. The catalyst class is: 2. (8) Reactant: [F:1][C:2]([F:17])([F:16])[C:3]1[CH:8]=[CH:7][C:6]([C:9]2[O:10][CH:11]=[C:12]([CH2:14][OH:15])[N:13]=2)=[CH:5][CH:4]=1.C(N(CC)CC)C.[CH3:25][S:26](Cl)(=[O:28])=[O:27].O. Product: [CH3:25][S:26]([O:15][CH2:14][C:12]1[N:13]=[C:9]([C:6]2[CH:5]=[CH:4][C:3]([C:2]([F:1])([F:16])[F:17])=[CH:8][CH:7]=2)[O:10][CH:11]=1)(=[O:28])=[O:27]. The catalyst class is: 7. (9) Reactant: Cl.[NH2:2][C@H:3]([CH2:12][OH:13])[CH2:4][C:5]1[CH:10]=[CH:9][C:8]([OH:11])=[CH:7][CH:6]=1.C[O-].[Na+]. Product: [CH2:4]([NH:2][C@H:3]([CH2:12][OH:13])[CH2:4][C:5]1[CH:10]=[CH:9][C:8]([OH:11])=[CH:7][CH:6]=1)[C:5]1[CH:10]=[CH:9][CH:8]=[CH:7][CH:6]=1. The catalyst class is: 5. (10) Reactant: C([O:8][C:9]1[CH:14]=[C:13]([CH:15]([CH3:17])[CH3:16])[CH:12]=[CH:11][C:10]=1[CH2:18][CH2:19][NH:20][C:21](=[O:27])[O:22][C:23]([CH3:26])([CH3:25])[CH3:24])C1C=CC=CC=1. Product: [OH:8][C:9]1[CH:14]=[C:13]([CH:15]([CH3:16])[CH3:17])[CH:12]=[CH:11][C:10]=1[CH2:18][CH2:19][NH:20][C:21](=[O:27])[O:22][C:23]([CH3:24])([CH3:26])[CH3:25]. The catalyst class is: 29.